This data is from Reaction yield outcomes from USPTO patents with 853,638 reactions. The task is: Predict the reaction yield, written as a fraction of the theoretical maximum amount of product (1.0 means a 100% yield; for example, 0.34 means a 34% yield). (1) The reactants are Cl[CH2:2][CH2:3][CH2:4][CH2:5][C:6]#[N:7].[NH:8]1[CH2:13][CH2:12][CH2:11][CH2:10][CH2:9]1.C(=O)([O-])[O-].[K+].[K+].[I-].[K+].[H-].[Al+3].[Li+].[H-].[H-].[H-].[Na].C(C(C(C([O-])=O)O)O)([O-])=O.[K+].[K+]. The catalyst is C(O)C.O1CCCC1.O. The product is [N:7]1([CH2:13][CH2:12][CH2:11][CH2:10][CH2:9][NH2:8])[CH2:6][CH2:5][CH2:4][CH2:3][CH2:2]1. The yield is 0.590. (2) The reactants are C(OC([N:8]1[CH2:13][CH2:12][CH2:11][CH:10]([C:14]2[CH:19]=[CH:18][CH:17]=[C:16]([NH:20][S:21]([C:24]3[CH:29]=[CH:28][C:27]([O:30][C:31]([F:34])([F:33])[F:32])=[CH:26][CH:25]=3)(=[O:23])=[O:22])[CH:15]=2)[CH2:9]1)=O)(C)(C)C.FC(F)(F)C(O)=O. The catalyst is ClCCl. The product is [NH:8]1[CH2:13][CH2:12][CH2:11][CH:10]([C:14]2[CH:15]=[C:16]([NH:20][S:21]([C:24]3[CH:29]=[CH:28][C:27]([O:30][C:31]([F:34])([F:32])[F:33])=[CH:26][CH:25]=3)(=[O:23])=[O:22])[CH:17]=[CH:18][CH:19]=2)[CH2:9]1. The yield is 0.950. (3) The reactants are [C:1]([NH:5][C:6]([C:8]1[C:16]2[C:11](=[N:12][CH:13]=[C:14]([C:17]3[C:25]4[C:20](=[CH:21][CH:22]=[C:23]([O:26][CH:27]([F:29])[F:28])[CH:24]=4)[NH:19][N:18]=3)[N:15]=2)[N:10]([CH2:30][O:31][CH2:32][CH2:33][Si:34]([CH3:37])([CH3:36])[CH3:35])[CH:9]=1)=[O:7])([CH3:4])([CH3:3])[CH3:2].Cl[CH2:39][CH2:40][CH2:41][N:42]1[CH2:47][CH2:46][O:45][CH2:44][CH2:43]1.C([O-])([O-])=O.[Cs+].[Cs+]. The catalyst is CN(C=O)C.ClCCl. The product is [C:1]([NH:5][C:6]([C:8]1[C:16]2[C:11](=[N:12][CH:13]=[C:14]([C:17]3[C:25]4[C:20](=[CH:21][CH:22]=[C:23]([O:26][CH:27]([F:28])[F:29])[CH:24]=4)[N:19]([CH2:39][CH2:40][CH2:41][N:42]4[CH2:47][CH2:46][O:45][CH2:44][CH2:43]4)[N:18]=3)[N:15]=2)[N:10]([CH2:30][O:31][CH2:32][CH2:33][Si:34]([CH3:37])([CH3:36])[CH3:35])[CH:9]=1)=[O:7])([CH3:4])([CH3:3])[CH3:2]. The yield is 0.834. (4) The reactants are [NH2:1][C:2]1[C:11]2[C:6](=[C:7]([Br:15])[CH:8]=[C:9]([N+:12]([O-:14])=[O:13])[CH:10]=2)[N:5]=[C:4]([OH:16])[N:3]=1.S(=O)(=O)(O)N.N[CH2:23][CH2:24][CH2:25][N:26]1[CH2:31][CH2:30][N:29]([CH3:32])[CH2:28][CH2:27]1. No catalyst specified. The product is [Br:15][C:7]1[CH:8]=[C:9]([N+:12]([O-:14])=[O:13])[CH:10]=[C:11]2[C:6]=1[N:5]=[C:4]([OH:16])[N:3]=[C:2]2[NH:1][CH2:23][CH2:24][CH2:25][N:26]1[CH2:31][CH2:30][N:29]([CH3:32])[CH2:28][CH2:27]1. The yield is 0.400. (5) The reactants are [CH2:1]([N:8]1[C:13](=[O:14])[CH:12]=[C:11]2[S:15][CH:16]=[CH:17][N:10]2[C:9]1=[O:18])[C:2]1[CH:7]=[CH:6][CH:5]=[CH:4][CH:3]=1.C[Si](C)(C)N[Si](C)(C)C.[Li].[CH:29](=[O:38])[CH2:30][CH2:31][C:32]1[CH:37]=[CH:36][CH:35]=[CH:34][CH:33]=1. The catalyst is C1COCC1. The product is [CH2:1]([N:8]1[C:13](=[O:14])[CH:12]=[C:11]2[S:15][C:16]([CH:29]([OH:38])[CH2:30][CH2:31][C:32]3[CH:37]=[CH:36][CH:35]=[CH:34][CH:33]=3)=[CH:17][N:10]2[C:9]1=[O:18])[C:2]1[CH:3]=[CH:4][CH:5]=[CH:6][CH:7]=1. The yield is 0.450. (6) The reactants are [CH3:1][C:2]1[N:6]([CH:7]2[CH2:12][CH2:11][O:10][CH2:9][CH2:8]2)[C:5]2[CH:13]=[CH:14][C:15]([C:17]([OH:19])=O)=[CH:16][C:4]=2[N:3]=1.S(Cl)(Cl)=O.O[C:25]1[CH:31]=[CH:30][C:29]([N+:32]([O-:34])=[O:33])=[CH:28][C:26]=1N.C([N:37](CC)CC)C.[OH2:42]. The catalyst is C1(C)C=CC=CC=1.CN(C=O)C.O1CCCC1. The product is [OH:42][C:26]1[CH:28]=[C:29]([N+:32]([O-:34])=[O:33])[CH:30]=[CH:31][C:25]=1[NH:37][C:17]([C:15]1[CH:14]=[CH:13][C:5]2[N:6]([CH:7]3[CH2:8][CH2:9][O:10][CH2:11][CH2:12]3)[C:2]([CH3:1])=[N:3][C:4]=2[CH:16]=1)=[O:19]. The yield is 0.171.